Dataset: Blood-brain barrier permeability classification from the B3DB database. Task: Regression/Classification. Given a drug SMILES string, predict its absorption, distribution, metabolism, or excretion properties. Task type varies by dataset: regression for continuous measurements (e.g., permeability, clearance, half-life) or binary classification for categorical outcomes (e.g., BBB penetration, CYP inhibition). Dataset: b3db_classification. (1) The drug is C=CCn1c2c(c3cc(C(=O)N4CCC(C)CC4)ccc31)CN(CC1CC1)CC2. The result is 1 (penetrates BBB). (2) The molecule is CO/N=C(/C(=O)NC1C(=O)N2C(C(=O)O)=C(CSC(=O)c3ccco3)CS[C@@H]12)c1csc(N)n1. The result is 0 (does not penetrate BBB). (3) The drug is CCOc1ccc(Cc2cc([C@]34OC[C@](CO)(O3)[C@@H](O)[C@H](O)[C@H]4O)ccc2Cl)cc1. The result is 0 (does not penetrate BBB). (4) The drug is CC1CC2C3C(Cl)CC4=CC(=O)C=CC4(C)C3C(O)CC2(C)C1(O)C(=O)CO. The result is 1 (penetrates BBB). (5) The compound is Cn1nnnc1SCC1=C(C(=O)O)N2C(=O)[C@@H](NC(=O)CSC(F)(F)F)[C@@H]2SC1. The result is 0 (does not penetrate BBB).